Dataset: Forward reaction prediction with 1.9M reactions from USPTO patents (1976-2016). Task: Predict the product of the given reaction. (1) Given the reactants [N+:1]([C:4]1[CH:5]=[C:6]2[C:12]([NH:13]C(=O)C)=[N:11][NH:10][C:7]2=[N:8][CH:9]=1)([O-:3])=[O:2].[ClH:17], predict the reaction product. The product is: [ClH:17].[N+:1]([C:4]1[CH:5]=[C:6]2[C:12]([NH2:13])=[N:11][NH:10][C:7]2=[N:8][CH:9]=1)([O-:3])=[O:2]. (2) The product is: [Cl:39][C:2]1[C:3]2[C:44](=[CH:7][CH:6]=[CH:5][CH:4]=2)[NH:45][C:47](=[O:48])[C:1]=1[C:28]([O:27][CH2:25][C:24]1[CH:30]=[CH:31][CH:32]=[CH:33][CH:34]=1)=[O:35]. Given the reactants [CH2:1](C([CH2:1][C:2]1[CH:7]=[CH:6][CH:5]=[CH:4][CH:3]=1)(C([O-])=O)C([O-])=O)[C:2]1[CH:7]=[CH:6][CH:5]=[CH:4][CH:3]=1.[H-].[Na+].[C:24]12[C:30](=[CH:31][CH:32]=[CH:33][CH:34]=1)N[C:28](=[O:35])[O:27][C:25]2=O.C(Cl)(=O)C([Cl:39])=O.[Na+].[Cl-].[CH3:44][N:45]([CH:47]=[O:48])C, predict the reaction product. (3) The product is: [NH2:26][C:24]1[N:23]=[CH:22][N:21]=[C:20]2[N:19]([CH:27]3[CH2:33][O:32][CH2:31][CH2:30][N:29]([C:9]([O:11][C:12]([CH3:13])([CH3:14])[CH3:15])=[O:10])[CH2:28]3)[N:18]=[C:17]([I:16])[C:25]=12. Given the reactants [C:9](O[C:9]([O:11][C:12]([CH3:15])([CH3:14])[CH3:13])=[O:10])([O:11][C:12]([CH3:15])([CH3:14])[CH3:13])=[O:10].[I:16][C:17]1[C:25]2[C:20](=[N:21][CH:22]=[N:23][C:24]=2[NH2:26])[N:19]([CH:27]2[CH2:33][O:32][CH2:31][CH2:30][NH:29][CH2:28]2)[N:18]=1.C(=O)([O-])[O-].[Na+].[Na+].ClCCl, predict the reaction product. (4) Given the reactants Br[CH2:2][CH2:3][CH2:4][S:5](=[O:38])([C:32]1[CH:37]=[CH:36][CH:35]=[CH:34][CH:33]=1)=[N:6][C:7](=[O:31])[C:8]1[CH:13]=[C:12]([C:14]#[C:15][C:16]2[CH:21]=[CH:20][CH:19]=[C:18]([NH:22][C:23]([C:25]3[O:26][CH:27]=[CH:28][C:29]=3[CH3:30])=[O:24])[CH:17]=2)[CH:11]=[N:10][CH:9]=1.[NH:39]1[CH2:44][CH2:43][O:42][CH2:41][CH2:40]1, predict the reaction product. The product is: [CH3:30][C:29]1[CH:28]=[CH:27][O:26][C:25]=1[C:23]([NH:22][C:18]1[CH:17]=[C:16]([C:15]#[C:14][C:12]2[CH:11]=[N:10][CH:9]=[C:8]([CH:13]=2)[C:7]([N:6]=[S@@:5]([CH2:4][CH2:3][CH2:2][N:39]2[CH2:44][CH2:43][O:42][CH2:41][CH2:40]2)(=[O:38])[C:32]2[CH:33]=[CH:34][CH:35]=[CH:36][CH:37]=2)=[O:31])[CH:21]=[CH:20][CH:19]=1)=[O:24]. (5) The product is: [Cl:21][C:22]1[CH:27]=[CH:26][C:25]([N:7]2[C:8]3[C:9](=[CH:10][CH:11]=[C:12]4[C:13]5[CH:14]=[CH:15][CH:16]=[CH:17][C:18]=5[NH:19][C:20]4=3)[C:5]3[C:6]2=[CH:1][CH:2]=[CH:3][CH:4]=3)=[CH:24][CH:23]=1. Given the reactants [CH:1]1[C:6]2[NH:7][C:8]3[C:9](=[CH:10][CH:11]=[C:12]4[C:20]=3[NH:19][C:18]3[C:13]4=[CH:14][CH:15]=[CH:16][CH:17]=3)[C:5]=2[CH:4]=[CH:3][CH:2]=1.[Cl:21][C:22]1[CH:27]=[CH:26][C:25](I)=[CH:24][CH:23]=1.C1(N)CCCCC1N.[O-]P([O-])([O-])=O.[K+].[K+].[K+], predict the reaction product. (6) Given the reactants [CH3:1][C:2]1[CH:7]=[CH:6][CH:5]=[C:4]([CH3:8])[C:3]=1[C:9]1[CH:10]=[C:11]2[C:15](=[CH:16][CH:17]=1)[C:14](=O)[CH2:13][CH2:12]2.[NH2:19][C:20]1[CH:25]=[CH:24][C:23]([CH2:26][CH2:27][C:28]([O:30]C)=[O:29])=[CH:22][CH:21]=1.C(O)(=O)C.C(O[BH-](OC(=O)C)OC(=O)C)(=O)C.[Na+].O.[OH-].[Li+].Cl, predict the reaction product. The product is: [CH3:8][C:4]1[CH:5]=[CH:6][CH:7]=[C:2]([CH3:1])[C:3]=1[C:9]1[CH:10]=[C:11]2[C:15](=[CH:16][CH:17]=1)[CH:14]([NH:19][C:20]1[CH:25]=[CH:24][C:23]([CH2:26][CH2:27][C:28]([OH:30])=[O:29])=[CH:22][CH:21]=1)[CH2:13][CH2:12]2. (7) The product is: [Br:4][C:5]1[CH:6]=[C:7]2[C:12](=[CH:13][C:14]=1[O:15][CH2:16][CH3:17])[O:11][C:10]([CH3:19])([CH3:18])[CH:9]=[C:8]2[CH3:21]. Given the reactants C[Mg]Cl.[Br:4][C:5]1[CH:6]=[C:7]2[C:12](=[CH:13][C:14]=1[O:15][CH2:16][CH3:17])[O:11][C:10]([CH3:19])([CH3:18])[CH2:9][C:8]2=O.[C:21]1(C)C=CC(S(O)(=O)=O)=CC=1, predict the reaction product.